This data is from Catalyst prediction with 721,799 reactions and 888 catalyst types from USPTO. The task is: Predict which catalyst facilitates the given reaction. (1) Reactant: [F:1][CH:2]([F:25])[C:3]1[CH:8]=[CH:7][C:6]([C:9]2[N:14]=[CH:13][N:12]=[C:11]([CH2:15][NH:16][C:17]([C@@H:19]3[C@@H:23]([F:24])[CH2:22][CH2:21][NH:20]3)=[O:18])[CH:10]=2)=[CH:5][CH:4]=1.C(N(CC)CC)C.[F:33][C:34]1[CH:39]=[CH:38][C:37]([S:40](Cl)(=[O:42])=[O:41])=[CH:36][CH:35]=1. Product: [F:25][CH:2]([F:1])[C:3]1[CH:8]=[CH:7][C:6]([C:9]2[N:14]=[CH:13][N:12]=[C:11]([CH2:15][NH:16][C:17]([C@@H:19]3[C@@H:23]([F:24])[CH2:22][CH2:21][N:20]3[S:40]([C:37]3[CH:38]=[CH:39][C:34]([F:33])=[CH:35][CH:36]=3)(=[O:42])=[O:41])=[O:18])[CH:10]=2)=[CH:5][CH:4]=1. The catalyst class is: 4. (2) Product: [Cl:10][C:11]1[CH:18]=[C:17]([C:7]2[C:3]([C:2]([F:9])([F:8])[F:1])=[N:4][NH:5][CH:6]=2)[CH:16]=[CH:15][C:12]=1[CH:13]=[O:14]. The catalyst class is: 9. Reactant: [F:1][C:2]([F:9])([F:8])[C:3]1[CH:7]=[CH:6][NH:5][N:4]=1.[Cl:10][C:11]1[CH:18]=[C:17](F)[CH:16]=[CH:15][C:12]=1[CH:13]=[O:14].C(=O)([O-])[O-].[K+].[K+].O. (3) Reactant: Cl.[NH2:2][CH2:3][CH2:4][NH:5][C:6](=[O:31])[CH2:7][CH2:8][C:9]1[CH:13]=[C:12]([C:14]2[CH:19]=[CH:18][C:17]([CH3:20])=[CH:16][CH:15]=2)[N:11]([C:21]2[CH:26]=[CH:25][C:24]([S:27](=[O:30])(=[O:29])[NH2:28])=[CH:23][CH:22]=2)[N:10]=1.C(N(CC)C(C)C)(C)C. Product: [NH2:2][CH2:3][CH2:4][NH:5][C:6](=[O:31])[CH2:7][CH2:8][C:9]1[CH:13]=[C:12]([C:14]2[CH:15]=[CH:16][C:17]([CH3:20])=[CH:18][CH:19]=2)[N:11]([C:21]2[CH:26]=[CH:25][C:24]([S:27](=[O:29])(=[O:30])[NH2:28])=[CH:23][CH:22]=2)[N:10]=1. The catalyst class is: 4. (4) Reactant: [NH2:1][CH2:2][CH:3]([C:5]1[CH:10]=[CH:9][C:8]([Br:11])=[CH:7][CH:6]=1)[OH:4].[OH-].[Na+].[Cl:14][CH2:15][C:16](Cl)=[O:17]. Product: [Br:11][C:8]1[CH:9]=[CH:10][C:5]([CH:3]([OH:4])[CH2:2][NH:1][C:16](=[O:17])[CH2:15][Cl:14])=[CH:6][CH:7]=1. The catalyst class is: 34. (5) Reactant: C(=O)(O)[O-].[Na+:5].[C:6]([O:10][C:11](=[O:26])[CH2:12]/[C:13](=[CH:17]\[CH2:18][CH2:19][C:20]1[CH:25]=[CH:24][CH:23]=[CH:22][CH:21]=1)/[C:14]([OH:16])=[O:15])([CH3:9])([CH3:8])[CH3:7]. Product: [Na+:5].[C:6]([O:10][C:11](=[O:26])[CH2:12][C@@H:13]([CH2:17][CH2:18][CH2:19][C:20]1[CH:21]=[CH:22][CH:23]=[CH:24][CH:25]=1)[C:14]([O-:16])=[O:15])([CH3:9])([CH3:7])[CH3:8]. The catalyst class is: 24. (6) Reactant: [C:1]([O:4][CH:5](P(OCC)(OCC)=O)[C:6]([O:8][CH2:9][CH3:10])=[O:7])(=[O:3])[CH3:2].[Li+].[Cl-].CN(C)C(N(C)C)=N.[CH3:29][Si:30]([CH3:61])([CH3:60])[CH2:31][CH2:32][O:33][CH2:34][N:35]([CH2:52][O:53][CH2:54][CH2:55][Si:56]([CH3:59])([CH3:58])[CH3:57])[C:36]1[N:41]2[N:42]=[CH:43][CH:44]=[C:40]2[N:39]=[C:38]([CH:45]2[CH2:50][CH2:49][C:48](=O)[CH2:47][CH2:46]2)[CH:37]=1. Product: [C:1]([O:4][C:5](=[C:48]1[CH2:49][CH2:50][CH:45]([C:38]2[CH:37]=[C:36]([N:35]([CH2:52][O:53][CH2:54][CH2:55][Si:56]([CH3:59])([CH3:58])[CH3:57])[CH2:34][O:33][CH2:32][CH2:31][Si:30]([CH3:61])([CH3:29])[CH3:60])[N:41]3[N:42]=[CH:43][CH:44]=[C:40]3[N:39]=2)[CH2:46][CH2:47]1)[C:6]([O:8][CH2:9][CH3:10])=[O:7])(=[O:3])[CH3:2]. The catalyst class is: 76. (7) Reactant: II.C1C=CC(P(C2C=CC=CC=2)C2C=CC=CC=2)=CC=1.C(N(CC)CC)C.[N:29]1[N:30]([C:34]2[CH:60]=[CH:59][CH:58]=[CH:57][C:35]=2[C:36]([N:38]2[C@H:43]([CH3:44])[CH2:42][CH2:41][C@@H:40]([C:45]([NH:47][CH:48]([C:54](=[O:56])[CH3:55])[C:49]([O:51][CH2:52][CH3:53])=[O:50])=O)[CH2:39]2)=[O:37])[N:31]=[CH:32][CH:33]=1. Product: [N:31]1[N:30]([C:34]2[CH:60]=[CH:59][CH:58]=[CH:57][C:35]=2[C:36]([N:38]2[C@H:43]([CH3:44])[CH2:42][CH2:41][C@@H:40]([C:45]3[O:56][C:54]([CH3:55])=[C:48]([C:49]([O:51][CH2:52][CH3:53])=[O:50])[N:47]=3)[CH2:39]2)=[O:37])[N:29]=[CH:33][CH:32]=1. The catalyst class is: 34.